Dataset: Peptide-MHC class I binding affinity with 185,985 pairs from IEDB/IMGT. Task: Regression. Given a peptide amino acid sequence and an MHC pseudo amino acid sequence, predict their binding affinity value. This is MHC class I binding data. The MHC is HLA-B27:05 with pseudo-sequence HLA-B27:05. The peptide sequence is VTTQRQSVY. The binding affinity (normalized) is 0.213.